Dataset: NCI-60 drug combinations with 297,098 pairs across 59 cell lines. Task: Regression. Given two drug SMILES strings and cell line genomic features, predict the synergy score measuring deviation from expected non-interaction effect. (1) Drug 1: CC12CCC3C(C1CCC2=O)CC(=C)C4=CC(=O)C=CC34C. Drug 2: CC1=C(C=C(C=C1)NC(=O)C2=CC=C(C=C2)CN3CCN(CC3)C)NC4=NC=CC(=N4)C5=CN=CC=C5. Cell line: HT29. Synergy scores: CSS=32.4, Synergy_ZIP=2.00, Synergy_Bliss=7.35, Synergy_Loewe=6.06, Synergy_HSA=7.02. (2) Drug 1: C1CN(CCN1C(=O)CCBr)C(=O)CCBr. Drug 2: CC(C)NC(=O)C1=CC=C(C=C1)CNNC.Cl. Cell line: MCF7. Synergy scores: CSS=10.4, Synergy_ZIP=-4.14, Synergy_Bliss=-0.114, Synergy_Loewe=-0.892, Synergy_HSA=-0.757. (3) Drug 1: CS(=O)(=O)C1=CC(=C(C=C1)C(=O)NC2=CC(=C(C=C2)Cl)C3=CC=CC=N3)Cl. Drug 2: C1CCC(C(C1)N)N.C(=O)(C(=O)[O-])[O-].[Pt+4]. Cell line: OVCAR-5. Synergy scores: CSS=20.5, Synergy_ZIP=-1.76, Synergy_Bliss=6.32, Synergy_Loewe=-3.18, Synergy_HSA=6.81. (4) Drug 1: CS(=O)(=O)C1=CC(=C(C=C1)C(=O)NC2=CC(=C(C=C2)Cl)C3=CC=CC=N3)Cl. Drug 2: CC(C)NC(=O)C1=CC=C(C=C1)CNNC.Cl. Cell line: NCI/ADR-RES. Synergy scores: CSS=0.819, Synergy_ZIP=-0.736, Synergy_Bliss=-0.523, Synergy_Loewe=-7.79, Synergy_HSA=-4.08. (5) Synergy scores: CSS=83.0, Synergy_ZIP=0.931, Synergy_Bliss=-0.652, Synergy_Loewe=0.370, Synergy_HSA=3.06. Cell line: SK-MEL-2. Drug 1: CC=C1C(=O)NC(C(=O)OC2CC(=O)NC(C(=O)NC(CSSCCC=C2)C(=O)N1)C(C)C)C(C)C. Drug 2: CC1CCCC2(C(O2)CC(NC(=O)CC(C(C(=O)C(C1O)C)(C)C)O)C(=CC3=CSC(=N3)C)C)C. (6) Drug 1: CC1=C(C=C(C=C1)NC(=O)C2=CC=C(C=C2)CN3CCN(CC3)C)NC4=NC=CC(=N4)C5=CN=CC=C5. Drug 2: C1C(C(OC1N2C=NC3=C2NC=NCC3O)CO)O. Cell line: UO-31. Synergy scores: CSS=-2.17, Synergy_ZIP=1.42, Synergy_Bliss=2.27, Synergy_Loewe=-1.17, Synergy_HSA=-0.867. (7) Drug 1: C1CC(=O)NC(=O)C1N2CC3=C(C2=O)C=CC=C3N. Drug 2: CN(C)N=NC1=C(NC=N1)C(=O)N. Cell line: HL-60(TB). Synergy scores: CSS=51.4, Synergy_ZIP=32.5, Synergy_Bliss=26.7, Synergy_Loewe=27.9, Synergy_HSA=32.0.